This data is from Catalyst prediction with 721,799 reactions and 888 catalyst types from USPTO. The task is: Predict which catalyst facilitates the given reaction. (1) Reactant: [H-].[Na+].[C:3]([C:5]1[CH:6]=[CH:7][C:8]([NH:11][C:12](=[O:19])[C@@H:13]([OH:18])[CH2:14][O:15][CH2:16][CH3:17])=[N:9][CH:10]=1)#[N:4].Cl[C:21]1[N:26]=[CH:25][N:24]=[C:23]2[N:27]([C:30]3[CH:35]=[CH:34][CH:33]=[CH:32][C:31]=3[C:36]([F:39])([F:38])[F:37])[N:28]=[CH:29][C:22]=12.C(O)(=O)CC(CC(O)=O)(C(O)=O)O. Product: [C:3]([C:5]1[CH:6]=[CH:7][C:8]([NH:11][C:12](=[O:19])[C@@H:13]([O:18][C:21]2[C:22]3[CH:29]=[N:28][N:27]([C:30]4[CH:35]=[CH:34][CH:33]=[CH:32][C:31]=4[C:36]([F:38])([F:39])[F:37])[C:23]=3[N:24]=[CH:25][N:26]=2)[CH2:14][O:15][CH2:16][CH3:17])=[N:9][CH:10]=1)#[N:4]. The catalyst class is: 1. (2) Reactant: CN(C)S([N:6]1[CH:10]=[C:9]([C:11]2[C:20]3[C:15](=[C:16]([N+:22]([O-])=O)[C:17]([CH3:21])=[CH:18][CH:19]=3)[CH2:14][CH2:13][CH:12]=2)[N:8]=[CH:7]1)(=O)=O.[CH2:26]([S:28](Cl)(=[O:30])=[O:29])[CH3:27]. Product: [NH:6]1[CH:10]=[C:9]([CH:11]2[CH2:12][CH2:13][CH2:14][C:15]3[C:16]([NH:22][S:28]([CH2:26][CH3:27])(=[O:30])=[O:29])=[C:17]([CH3:21])[CH:18]=[CH:19][C:20]2=3)[N:8]=[CH:7]1. The catalyst class is: 19. (3) Reactant: [Cl:1][C:2]1[C:7]([F:8])=[CH:6][CH:5]=[C:4]([Cl:9])[C:3]=1[C@H:10]([OH:12])[CH3:11].[N+:13]([C:16]1[C:21](O)=[CH:20][CH:19]=[CH:18][N:17]=1)([O-:15])=[O:14].C1(P(C2C=CC=CC=2)C2C=CC=CC=2)C=CC=CC=1.N(C(OC(C)C)=O)=NC(OC(C)C)=O. Product: [Cl:1][C:2]1[C:7]([F:8])=[CH:6][CH:5]=[C:4]([Cl:9])[C:3]=1[C@@H:10]([O:12][C:21]1[C:16]([N+:13]([O-:15])=[O:14])=[N:17][CH:18]=[CH:19][CH:20]=1)[CH3:11]. The catalyst class is: 7. (4) Reactant: CC1C=CC(S(O[CH2:12][CH2:13][CH2:14][C:15]2[C:23]3[C:18](=[CH:19][CH:20]=[C:21]([F:24])[CH:22]=3)[NH:17][CH:16]=2)(=O)=O)=CC=1.[CH3:25][C:26]1[CH:31]=[C:30]([CH3:32])[N:29]=[C:28]([N:33]2[CH2:38][CH2:37][NH:36][CH2:35][CH2:34]2)[N:27]=1.C(=O)([O-])[O-].[K+].[K+].[I-].[K+]. Product: [CH3:25][C:26]1[CH:31]=[C:30]([CH3:32])[N:29]=[C:28]([N:33]2[CH2:34][CH2:35][N:36]([CH2:12][CH2:13][CH2:14][C:15]3[C:23]4[C:18](=[CH:19][CH:20]=[C:21]([F:24])[CH:22]=4)[NH:17][CH:16]=3)[CH2:37][CH2:38]2)[N:27]=1. The catalyst class is: 10. (5) Reactant: [F:1][CH:2]([CH2:12][N:13]1[C:22]2[CH:21]=[C:20]3[CH2:23][CH2:24][CH2:25][CH2:26][C:19]3=[CH:18][C:17]=2[C:16]2=[N:27][NH:28][C:29]([CH3:30])=[C:15]2[C:14]1=[O:31])[CH2:3][NH:4][C:5](=[O:11])[O:6][C:7]([CH3:10])([CH3:9])[CH3:8].[CH3:32][C:33]([O:36][C:37](O[C:37]([O:36][C:33]([CH3:35])([CH3:34])[CH3:32])=[O:38])=[O:38])([CH3:35])[CH3:34]. Product: [C:7]([O:6][C:5]([NH:4][CH2:3][CH:2]([F:1])[CH2:12][N:13]1[C:22]2[CH:21]=[C:20]3[CH2:23][CH2:24][CH2:25][CH2:26][C:19]3=[CH:18][C:17]=2[C:16]2=[N:27][N:28]([C:37]([O:36][C:33]([CH3:35])([CH3:34])[CH3:32])=[O:38])[C:29]([CH3:30])=[C:15]2[C:14]1=[O:31])=[O:11])([CH3:9])([CH3:8])[CH3:10]. The catalyst class is: 239. (6) Reactant: C(OC([N:8]1[C:12]2[N:13]=[C:14]([C:19]3[CH:24]=[CH:23][C:22]([O:25][CH3:26])=[C:21]([F:27])[CH:20]=3)[N:15]=[C:16]([CH2:17][CH3:18])[C:11]=2[CH:10]=[CH:9]1)=O)(C)(C)C.FC(F)(F)C(O)=O. Product: [CH2:17]([C:16]1[C:11]2[CH:10]=[CH:9][NH:8][C:12]=2[N:13]=[C:14]([C:19]2[CH:24]=[CH:23][C:22]([O:25][CH3:26])=[C:21]([F:27])[CH:20]=2)[N:15]=1)[CH3:18]. The catalyst class is: 4. (7) Reactant: C([O:3][C:4](=[O:39])[CH2:5][N:6]([C:18]1[CH:23]=[C:22]([Cl:24])[C:21]([O:25][C:26]2[CH:31]=[CH:30][C:29]([O:32]C)=[C:28]([CH:34]([CH2:36][CH3:37])[CH3:35])[CH:27]=2)=[C:20]([Cl:38])[CH:19]=1)[C:7]([O:9][C:10]1[CH:15]=[CH:14][C:13]([O:16]C)=[CH:12][CH:11]=1)=[O:8])C.B(Br)(Br)Br. Product: [CH:34]([C:28]1[CH:27]=[C:26]([CH:31]=[CH:30][C:29]=1[OH:32])[O:25][C:21]1[C:20]([Cl:38])=[CH:19][C:18]([N:6]([CH2:5][C:4]([OH:39])=[O:3])[C:7]([O:9][C:10]2[CH:11]=[CH:12][C:13]([OH:16])=[CH:14][CH:15]=2)=[O:8])=[CH:23][C:22]=1[Cl:24])([CH2:36][CH3:37])[CH3:35]. The catalyst class is: 2.